This data is from Reaction yield outcomes from USPTO patents with 853,638 reactions. The task is: Predict the reaction yield, written as a fraction of the theoretical maximum amount of product (1.0 means a 100% yield; for example, 0.34 means a 34% yield). (1) The yield is 0.890. The catalyst is ClCCCl. The product is [C:40]([N:36]1[C:37]2[C:32](=[CH:31][C:30]([Br:29])=[CH:39][CH:38]=2)[N:33]([C:21]([O:6][CH:4]2[CH2:5][C:2]([F:7])([F:1])[CH2:3]2)=[O:27])[CH2:34][C@@H:35]1[CH3:43])(=[O:42])[CH3:41]. The reactants are [F:1][C:2]1([F:7])[CH2:5][CH:4]([OH:6])[CH2:3]1.C(N(CC)C(C)C)(C)C.ClC(Cl)(O[C:21](=[O:27])OC(Cl)(Cl)Cl)Cl.[Br:29][C:30]1[CH:31]=[C:32]2[C:37](=[CH:38][CH:39]=1)[N:36]([C:40](=[O:42])[CH3:41])[C@@H:35]([CH3:43])[CH2:34][NH:33]2. (2) The reactants are [NH2:1][C:2]1[CH:3]=[C:4]([CH:7]=[CH:8][C:9]=1Cl)[C:5]#[N:6].C(O[C:14]([SH:16])=[S:15])C.[K]. The catalyst is CN(C=O)C. The product is [SH:16][C:14]1[S:15][C:9]2[CH:8]=[CH:7][C:4]([C:5]#[N:6])=[CH:3][C:2]=2[N:1]=1. The yield is 0.490. (3) The reactants are [NH2:1][CH2:2][CH:3]([NH2:5])[CH3:4].[Cl:6][C:7]1[N:12]=[C:11](Cl)[C:10]([Cl:14])=[CH:9][N:8]=1.CCN(CC)CC.[S:22](Cl)([CH3:25])(=[O:24])=[O:23]. The catalyst is C1COCC1. The product is [Cl:6][C:7]1[N:12]=[C:11]([NH:1][CH2:2][CH:3]([NH:5][S:22]([CH3:25])(=[O:24])=[O:23])[CH3:4])[C:10]([Cl:14])=[CH:9][N:8]=1. The yield is 0.320. (4) The reactants are C([O:8][C:9]1[C:35]([O:36][CH3:37])=[CH:34][C:12]2[CH:13]=[C:14]3[C:19](=[CH:20][C:11]=2[CH:10]=1)[N:18]=[CH:17][C:16]([C:21]#[N:22])=[C:15]3[NH:23][C:24]1[CH:29]=[C:28]([O:30][CH3:31])[C:27]([F:32])=[CH:26][C:25]=1[Cl:33])C1C=CC=CC=1. The catalyst is C(Cl)Cl.CN(C)C=O.[Pd]. The product is [Cl:33][C:25]1[CH:26]=[C:27]([F:32])[C:28]([O:30][CH3:31])=[CH:29][C:24]=1[NH:23][C:15]1[C:14]2[C:19](=[CH:20][C:11]3[CH:10]=[C:9]([OH:8])[C:35]([O:36][CH3:37])=[CH:34][C:12]=3[CH:13]=2)[N:18]=[CH:17][C:16]=1[C:21]#[N:22]. The yield is 0.950. (5) The reactants are [C:1]1([C:13]2[CH:18]=[CH:17][CH:16]=[CH:15][CH:14]=2)[CH:6]=[CH:5][CH:4]=[CH:3][C:2]=1[C:7](=[O:12])[C:8]([F:11])([F:10])[F:9].O1CCCC1.B. The catalyst is C1COCC1.Cl. The product is [C:1]1([C:13]2[CH:18]=[CH:17][CH:16]=[CH:15][CH:14]=2)[CH:6]=[CH:5][CH:4]=[CH:3][C:2]=1[CH:7]([OH:12])[C:8]([F:10])([F:11])[F:9]. The yield is 0.960. (6) The reactants are C[O:2][C:3]([CH2:5][C:6]1[S:7][CH:8]=[CH:9][C:10]=1[C:11]([O:13]C)=[O:12])=[O:4].[OH-].[Na+]. The catalyst is CO.O. The yield is 0.850. The product is [C:3]([CH2:5][C:6]1[S:7][CH:8]=[CH:9][C:10]=1[C:11]([OH:13])=[O:12])([OH:4])=[O:2]. (7) The catalyst is C(#N)C.[Cu]I. The reactants are [CH3:1][C:2]1([CH3:18])[C:11]2[C:6]3=[C:7]([N:12]([CH2:15][C:16]#[CH:17])[C:13](=[O:14])[N:5]3[CH2:4][CH2:3]1)[CH:8]=[CH:9][CH:10]=2.[N:19]([CH2:22][C:23]([O:25][CH2:26][CH3:27])=[O:24])=[N+:20]=[N-:21].O. The product is [CH3:1][C:2]1([CH3:18])[C:11]2[C:6]3=[C:7]([N:12]([CH2:15][C:16]4[N:21]=[N:20][N:19]([CH2:22][C:23]([O:25][CH2:26][CH3:27])=[O:24])[CH:17]=4)[C:13](=[O:14])[N:5]3[CH2:4][CH2:3]1)[CH:8]=[CH:9][CH:10]=2. The yield is 0.520.